From a dataset of Catalyst prediction with 721,799 reactions and 888 catalyst types from USPTO. Predict which catalyst facilitates the given reaction. (1) Reactant: [NH2:1][C:2]1[CH:10]=[CH:9][CH:8]=[C:7]2[C:3]=1[CH:4]([CH3:13])[CH2:5][C:6]2([CH3:12])[CH3:11].[ClH:14]. Product: [ClH:14].[NH2:1][C:2]1[CH:10]=[CH:9][CH:8]=[C:7]2[C:3]=1[CH:4]([CH3:13])[CH2:5][C:6]2([CH3:12])[CH3:11]. The catalyst class is: 11. (2) Reactant: O=C1C2C(=CC=CC=2)C(=O)[N:3]1[CH2:12][CH2:13][N:14]1[CH:18]=[C:17]([C:19]([O:21][CH3:22])=[O:20])[N:16]=[CH:15]1.O.NN.O. Product: [NH2:3][CH2:12][CH2:13][N:14]1[CH:18]=[C:17]([C:19]([O:21][CH3:22])=[O:20])[N:16]=[CH:15]1. The catalyst class is: 8. (3) Reactant: [CH3:1][NH:2][C:3]1[C:11]2[C:6](=[N:7][CH:8]=[CH:9][N:10]=2)[S:5][C:4]=1[C:12]([OH:14])=O.CN(C(ON1N=NC2C=CC=NC1=2)=[N+](C)C)C.F[P-](F)(F)(F)(F)F.CCN(C(C)C)C(C)C.Cl.[NH2:49][C:50]1[CH:51]=[C:52]([NH:57][C:58](=[O:70])[C:59]2[CH:64]=[CH:63][CH:62]=[C:61]([C:65]([C:68]#[N:69])([CH3:67])[CH3:66])[CH:60]=2)[CH:53]=[CH:54][C:55]=1[CH3:56]. Product: [C:68]([C:65]([C:61]1[CH:60]=[C:59]([CH:64]=[CH:63][CH:62]=1)[C:58]([NH:57][C:52]1[CH:53]=[CH:54][C:55]([CH3:56])=[C:50]([NH:49][C:12]([C:4]2[S:5][C:6]3=[N:7][CH:8]=[CH:9][N:10]=[C:11]3[C:3]=2[NH:2][CH3:1])=[O:14])[CH:51]=1)=[O:70])([CH3:67])[CH3:66])#[N:69]. The catalyst class is: 3. (4) Reactant: [CH2:1]([O:3][C:4](=[O:19])[CH:5]([O:16][CH2:17][CH3:18])[CH2:6][C:7]1[CH:12]=[C:11]([F:13])[C:10]([OH:14])=[C:9]([F:15])[CH:8]=1)[CH3:2].[CH3:20][O:21][C:22]1[CH:23]=[C:24]([C:30]2[S:31][C:32]([CH3:38])=[C:33]([CH2:35][CH2:36]O)[N:34]=2)[CH:25]=[C:26]([O:28][CH3:29])[CH:27]=1.COC(=O)CC(=O)C(Br)C.COC1C=C(C=C(OC)C=1)C(N)=S.C1(P(C2C=CC=CC=2)C2C=CC=CC=2)C=CC=CC=1.N(C(OCC)=O)=NC(OCC)=O. Product: [CH2:1]([O:3][C:4](=[O:19])[CH:5]([O:16][CH2:17][CH3:18])[CH2:6][C:7]1[CH:8]=[C:9]([F:15])[C:10]([O:14][CH2:36][CH2:35][C:33]2[N:34]=[C:30]([C:24]3[CH:25]=[C:26]([O:28][CH3:29])[CH:27]=[C:22]([O:21][CH3:20])[CH:23]=3)[S:31][C:32]=2[CH3:38])=[C:11]([F:13])[CH:12]=1)[CH3:2]. The catalyst class is: 7.